This data is from Forward reaction prediction with 1.9M reactions from USPTO patents (1976-2016). The task is: Predict the product of the given reaction. (1) The product is: [Br:1][C:2]1[CH:3]=[C:4]2[C:5]([C:9]([C:11]3[CH:16]=[CH:15][C:14]([F:17])=[CH:13][CH:12]=3)=[CH:38][C:39](=[O:40])[O:18]2)=[CH:6][C:7]=1[CH3:8]. Given the reactants [Br:1][C:2]1[C:7]([CH3:8])=[CH:6][C:5]([C:9]([C:11]2[CH:16]=[CH:15][C:14]([F:17])=[CH:13][CH:12]=2)=O)=[C:4]([OH:18])[CH:3]=1.C1(P(=[CH:38][C:39](OC)=[O:40])(C2C=CC=CC=2)C2C=CC=CC=2)C=CC=CC=1, predict the reaction product. (2) Given the reactants [NH2:1][C:2]1[C:3]([C:20]([O:22]C)=[O:21])=[N:4][C:5]([C:8]2[CH:13]=[CH:12][C:11]([S:14]([N:17]([CH3:19])[CH3:18])(=[O:16])=[O:15])=[CH:10][CH:9]=2)=[CH:6][N:7]=1.[OH-].[Li+], predict the reaction product. The product is: [NH2:1][C:2]1[C:3]([C:20]([OH:22])=[O:21])=[N:4][C:5]([C:8]2[CH:13]=[CH:12][C:11]([S:14]([N:17]([CH3:18])[CH3:19])(=[O:15])=[O:16])=[CH:10][CH:9]=2)=[CH:6][N:7]=1. (3) Given the reactants Cl[C:2]1[N:9]=[C:8]([CH3:10])[CH:7]=[CH:6][C:3]=1[C:4]#[N:5].[Cl:11][C:12]1[CH:13]=[C:14](B(O)O)[CH:15]=[CH:16][CH:17]=1.O1CCOCC1.C([O-])([O-])=O.[Na+].[Na+], predict the reaction product. The product is: [Cl:11][C:12]1[CH:17]=[C:16]([C:2]2[N:9]=[C:8]([CH3:10])[CH:7]=[CH:6][C:3]=2[C:4]#[N:5])[CH:15]=[CH:14][CH:13]=1. (4) Given the reactants Cl.[N:2]1([C:8]2[C:9]3[N:10]([N:19]=[N:20][N:21]=3)[C:11]([C:14]3[S:15][CH:16]=[CH:17][CH:18]=3)=[CH:12][N:13]=2)[CH2:7][CH2:6][NH:5][CH2:4][CH2:3]1.C=O.[CH2:24](Cl)Cl.C([O-])(O)=O.[Na+], predict the reaction product. The product is: [CH3:24][N:5]1[CH2:4][CH2:3][N:2]([C:8]2[C:9]3[N:10]([N:19]=[N:20][N:21]=3)[C:11]([C:14]3[S:15][CH:16]=[CH:17][CH:18]=3)=[CH:12][N:13]=2)[CH2:7][CH2:6]1. (5) Given the reactants [Si]([O:8][C@H:9]([C:32]1[CH:41]=[CH:40][C:39]([OH:42])=[C:38]2[C:33]=1[CH:34]=[CH:35][C:36](=[O:43])[NH:37]2)[CH2:10][NH:11][CH2:12][C:13]1([OH:31])[CH2:18][CH2:17][N:16]([CH2:19][CH2:20][O:21][CH2:22][CH2:23][C:24]2[CH:29]=[CH:28][CH:27]=[CH:26][C:25]=2[Cl:30])[CH2:15][CH2:14]1)(C(C)(C)C)(C)C.F.F.F.C(N(CC)CC)C, predict the reaction product. The product is: [Cl:30][C:25]1[CH:26]=[CH:27][CH:28]=[CH:29][C:24]=1[CH2:23][CH2:22][O:21][CH2:20][CH2:19][N:16]1[CH2:15][CH2:14][C:13]([CH2:12][NH:11][CH2:10][C@@H:9]([C:32]2[CH:41]=[CH:40][C:39]([OH:42])=[C:38]3[C:33]=2[CH:34]=[CH:35][C:36](=[O:43])[NH:37]3)[OH:8])([OH:31])[CH2:18][CH2:17]1. (6) Given the reactants Cl.Cl.[NH2:3][C@H:4]1[CH2:9][CH2:8][C@H:7]([C:10]([NH:12][C:13]2[C:17]3[CH:18]=[CH:19][CH:20]=[CH:21][C:16]=3[O:15][C:14]=2[C:22]([NH:24][C:25]2[CH:30]=[CH:29][C:28]([Cl:31])=[CH:27][N:26]=2)=[O:23])=[O:11])[CH2:6][CH2:5]1.Br[CH2:33][CH2:34][CH2:35][CH2:36][C:37]([O:39][CH3:40])=[O:38].C(N(CC)C(C)C)(C)C.[I-].[K+], predict the reaction product. The product is: [CH3:40][O:39][C:37]([CH2:36][CH2:35][CH2:34][CH2:33][NH:3][C@H:4]1[CH2:9][CH2:8][C@H:7]([C:10]([NH:12][C:13]2[C:17]3[CH:18]=[CH:19][CH:20]=[CH:21][C:16]=3[O:15][C:14]=2[C:22]([NH:24][C:25]2[CH:30]=[CH:29][C:28]([Cl:31])=[CH:27][N:26]=2)=[O:23])=[O:11])[CH2:6][CH2:5]1)=[O:38]. (7) Given the reactants C([O:8][C:9]1[C:18]2[CH:17]=[N:16][CH:15]=[N:14][C:13]=2[N:12]([O:19]CC2C=CC=CC=2)[C:11](=[O:27])[C:10]=1[C:28]1[CH:33]=[CH:32][C:31]([O:34][CH3:35])=[CH:30][CH:29]=1)C1C=CC=CC=1.CO.[H][H], predict the reaction product. The product is: [OH:8][C:9]1[C:18]2[CH:17]=[N:16][CH:15]=[N:14][C:13]=2[N:12]([OH:19])[C:11](=[O:27])[C:10]=1[C:28]1[CH:29]=[CH:30][C:31]([O:34][CH3:35])=[CH:32][CH:33]=1. (8) The product is: [Cl:12][C:13]1[CH:18]=[CH:17][C:16]([N+:19]([O-:21])=[O:20])=[CH:15][C:14]=1[C:22]1[C:23](=[O:24])[N:25]([O:26][CH3:27])[C:2]2[N:3]=[C:4]([S:10][CH3:11])[N:5]=[CH:6][C:7]=2[CH:8]=1. Given the reactants Cl[C:2]1[C:7]([CH:8]=O)=[CH:6][N:5]=[C:4]([S:10][CH3:11])[N:3]=1.[Cl:12][C:13]1[CH:18]=[CH:17][C:16]([N+:19]([O-:21])=[O:20])=[CH:15][C:14]=1[CH2:22][C:23]([NH:25][O:26][CH3:27])=[O:24].C(=O)([O-])[O-].[K+].[K+], predict the reaction product.